The task is: Predict the reactants needed to synthesize the given product.. This data is from Retrosynthesis with 50K atom-mapped reactions and 10 reaction types from USPTO. (1) Given the product CC(=O)N[C@@H]1[C@H](O)C=C(C(=O)O)O[C@H]1C(=O)NCCCCCc1ccccc1, predict the reactants needed to synthesize it. The reactants are: COC(=O)C1=C[C@@H](O)[C@@H](NC(C)=O)[C@H](C(=O)NCCCCCc2ccccc2)O1. (2) Given the product CC(C)(C)OC(=O)NCC1CCCCC1O, predict the reactants needed to synthesize it. The reactants are: CC(C)(C)OC(=O)OC(=O)OC(C)(C)C.NCC1CCCCC1O. (3) Given the product CC(C)(C)OC(=O)N1CCN(c2cc(Cl)cc(C(=O)Nc3ccc(Cl)cn3)c2N)CC1, predict the reactants needed to synthesize it. The reactants are: CC(C)(C)OC(=O)N1CCN(c2cc(Cl)cc(C(=O)Nc3ccc(Cl)cn3)c2[N+](=O)[O-])CC1.